This data is from Full USPTO retrosynthesis dataset with 1.9M reactions from patents (1976-2016). The task is: Predict the reactants needed to synthesize the given product. (1) Given the product [C:1]([O:5][C:6]([N:8]1[CH2:13][CH2:12][CH2:11][CH2:10][CH:9]1[CH2:14][C:15]([O:17][CH2:19][C:20]([C:22]1[CH:27]=[CH:26][CH:25]=[C:24]([O:28][CH3:29])[CH:23]=1)=[O:21])=[O:16])=[O:7])([CH3:4])([CH3:2])[CH3:3], predict the reactants needed to synthesize it. The reactants are: [C:1]([O:5][C:6]([N:8]1[CH2:13][CH2:12][CH2:11][CH2:10][CH:9]1[CH2:14][C:15]([OH:17])=[O:16])=[O:7])([CH3:4])([CH3:3])[CH3:2].Br[CH2:19][C:20]([C:22]1[CH:27]=[CH:26][CH:25]=[C:24]([O:28][CH3:29])[CH:23]=1)=[O:21]. (2) The reactants are: Cl[C:2]1[CH:7]=[CH:6][C:5]([C:8]([NH:10][C@@H:11]([CH:16]2[CH2:21][CH2:20][CH2:19][CH2:18][CH2:17]2)[C:12]([O:14][CH3:15])=[O:13])=[O:9])=[C:4]([NH:22][C:23]([NH:25][C:26]2[C:31]([CH3:32])=[CH:30][CH:29]=[CH:28][C:27]=2[CH3:33])=[O:24])[CH:3]=1.[S:34]1[CH:38]=[CH:37][C:36](B(O)O)=[CH:35]1.C(=O)([O-])[O-].[Na+].[Na+].C(#N)C. Given the product [CH:16]1([C@H:11]([NH:10][C:8]([C:5]2[CH:6]=[CH:7][C:2]([C:36]3[CH:37]=[CH:38][S:34][CH:35]=3)=[CH:3][C:4]=2[NH:22][C:23]([NH:25][C:26]2[C:31]([CH3:32])=[CH:30][CH:29]=[CH:28][C:27]=2[CH3:33])=[O:24])=[O:9])[C:12]([O:14][CH3:15])=[O:13])[CH2:21][CH2:20][CH2:19][CH2:18][CH2:17]1, predict the reactants needed to synthesize it.